From a dataset of Forward reaction prediction with 1.9M reactions from USPTO patents (1976-2016). Predict the product of the given reaction. (1) Given the reactants C(OC1C=CC(N2CCOCC2)=CC=1C(OCC1C=CC=CC=1)=O)C1C=CC=CC=1.C([O:38][C:39]1[CH:47]=[CH:46][C:45]([N:48]2[CH2:53][CH2:52][O:51][CH2:50][CH2:49]2)=[CH:44][C:40]=1[C:41]([NH2:43])=[O:42])C1C=CC=CC=1, predict the reaction product. The product is: [OH:38][C:39]1[CH:47]=[CH:46][C:45]([N:48]2[CH2:49][CH2:50][O:51][CH2:52][CH2:53]2)=[CH:44][C:40]=1[C:41]([NH2:43])=[O:42]. (2) Given the reactants [CH3:1][O:2][C:3]1[CH:4]=[C:5]([CH:10]=[CH:11][C:12]=1[O:13][CH2:14][CH2:15][C:16]([F:19])([F:18])[F:17])[C:6]([O:8]C)=[O:7].[OH-].[Na+].Cl, predict the reaction product. The product is: [CH3:1][O:2][C:3]1[CH:4]=[C:5]([CH:10]=[CH:11][C:12]=1[O:13][CH2:14][CH2:15][C:16]([F:17])([F:19])[F:18])[C:6]([OH:8])=[O:7]. (3) The product is: [CH3:33][CH:34]([CH3:66])[C@H:35]([N:40]1[CH2:48][C:47]2[C:42](=[CH:43][C:44]([C:49]3[CH:54]=[CH:53][C:52]([NH:55][C:56](=[O:64])[C:57]4[CH:58]=[CH:59][C:60]([CH3:63])=[CH:61][CH:62]=4)=[CH:51][CH:50]=3)=[CH:45][CH:46]=2)[C:41]1=[O:65])[C:36]([OH:38])=[O:37]. Given the reactants C(NC1C=CC(C2C=C3C(CN([C@@H](C(C)C)C(O)=O)C3=O)=CC=2)=CC=1)(=O)C1C=CC=CC=1.[CH3:33][CH:34]([CH3:66])[C@H:35]([N:40]1[CH2:48][C:47]2[C:42](=[CH:43][C:44]([C:49]3[CH:54]=[CH:53][C:52]([NH:55][C:56](=[O:64])[C:57]4[CH:62]=[CH:61][C:60]([CH3:63])=[CH:59][CH:58]=4)=[CH:51][CH:50]=3)=[CH:45][CH:46]=2)[C:41]1=[O:65])[C:36]([O:38]C)=[O:37], predict the reaction product. (4) Given the reactants Cl[C:2]1[CH:3]=[CH:4][C:5]2[C:6]3[C:14]([NH:15][CH:16]([CH:20]4[CH2:22][CH2:21]4)[CH:17]4[CH2:19][CH2:18]4)=[N:13][CH:12]=[C:11]([C:23]([NH2:25])=[O:24])[C:7]=3[NH:8][C:9]=2[CH:10]=1.CC1(C)C(C)(C)OB([C:34]2[CH:35]=[N:36][C:37]([NH2:40])=[N:38][CH:39]=2)O1.C1(P(C2CCCCC2)C2CCCCC2)CCCCC1.[O-]P([O-])([O-])=O.[K+].[K+].[K+], predict the reaction product. The product is: [NH2:40][C:37]1[N:38]=[CH:39][C:34]([C:2]2[CH:3]=[CH:4][C:5]3[C:6]4[C:14]([NH:15][CH:16]([CH:17]5[CH2:19][CH2:18]5)[CH:20]5[CH2:22][CH2:21]5)=[N:13][CH:12]=[C:11]([C:23]([NH2:25])=[O:24])[C:7]=4[NH:8][C:9]=3[CH:10]=2)=[CH:35][N:36]=1. (5) Given the reactants [C:1]([N:4]1[C:11]2[CH:12]=[C:13]([Cl:16])[CH:14]=[CH:15][C:10]=2[CH:9]=[CH:8][C:7]2[N:17]=[C:18](Cl)[C:19]([F:21])=[CH:20][C:6]=2[CH2:5]1)(=[O:3])[CH3:2].CC1(C)C(C)(C)OB([C:31]2[CH:32]=[CH:33][C:34]([N:37]3[CH2:42][CH2:41][O:40][CH2:39][CH2:38]3)=[N:35][CH:36]=2)O1.C(N1C2C=CC=CC=2C=CC2N=C(C3C=NC(OC)=CC=3)C(F)=CC=2C1)(=O)C, predict the reaction product. The product is: [C:1]([N:4]1[C:11]2[CH:12]=[C:13]([Cl:16])[CH:14]=[CH:15][C:10]=2[CH:9]=[CH:8][C:7]2[N:17]=[C:18]([C:31]3[CH:36]=[N:35][C:34]([N:37]4[CH2:38][CH2:39][O:40][CH2:41][CH2:42]4)=[CH:33][CH:32]=3)[C:19]([F:21])=[CH:20][C:6]=2[CH2:5]1)(=[O:3])[CH3:2]. (6) Given the reactants Cl.[F:2][C:3]1[CH:8]=[CH:7][C:6]([NH:9][C:10]2[CH:15]=[CH:14][N:13]=[C:12]([NH:16][C:17]3[CH:22]=[CH:21][C:20]([S:23](Cl)(=[O:25])=[O:24])=[CH:19][CH:18]=3)[N:11]=2)=[CH:5][CH:4]=1.Cl.[N:28]1([CH2:33][CH2:34][NH:35][CH:36]2[CH2:41][CH2:40][S:39][CH2:38][CH2:37]2)[CH2:32][CH2:31][CH2:30][CH2:29]1, predict the reaction product. The product is: [F:2][C:3]1[CH:8]=[CH:7][C:6]([NH:9][C:10]2[CH:15]=[CH:14][N:13]=[C:12]([NH:16][C:17]3[CH:22]=[CH:21][C:20]([S:23]([N:35]([CH2:34][CH2:33][N:28]4[CH2:29][CH2:30][CH2:31][CH2:32]4)[CH:36]4[CH2:37][CH2:38][S:39][CH2:40][CH2:41]4)(=[O:25])=[O:24])=[CH:19][CH:18]=3)[N:11]=2)=[CH:5][CH:4]=1. (7) Given the reactants C(=O)([O-])[O-].[K+].[K+].[CH2:7]([O:14][C:15]1[CH:20]=[CH:19][C:18]([O:21]C(=O)C)=[CH:17][C:16]=1[N+:25]([O-:27])=[O:26])[C:8]1[CH:13]=[CH:12][CH:11]=[CH:10][CH:9]=1.C(OCC)(=O)C, predict the reaction product. The product is: [CH2:7]([O:14][C:15]1[CH:20]=[CH:19][C:18]([OH:21])=[CH:17][C:16]=1[N+:25]([O-:27])=[O:26])[C:8]1[CH:9]=[CH:10][CH:11]=[CH:12][CH:13]=1.